Dataset: Forward reaction prediction with 1.9M reactions from USPTO patents (1976-2016). Task: Predict the product of the given reaction. (1) Given the reactants [C:1]([O:4][C@@H:5]1[C@@H:19]([O:20][C:21](=[O:23])[CH3:22])[C@H:18]([O:24][C:25](=[O:27])[CH3:26])[CH2:17][S:16][C@H:6]1[O:7][C:8]1[C:9]([F:15])=[N:10][CH:11]=[C:12](Br)[CH:13]=1)(=[O:3])[CH3:2].Br[C:29]1[CH:30]=[N:31][CH:32]=[CH:33][CH:34]=1, predict the reaction product. The product is: [C:1]([O:4][C@@H:5]1[C@@H:19]([O:20][C:21](=[O:23])[CH3:22])[C@H:18]([O:24][C:25](=[O:27])[CH3:26])[CH2:17][S:16][C@H:6]1[O:7][C:8]1[C:9]([F:15])=[N:10][CH:11]=[C:12]([C:29]2[CH:30]=[N:31][CH:32]=[CH:33][CH:34]=2)[CH:13]=1)(=[O:3])[CH3:2]. (2) Given the reactants [Cl:1][C:2]1[N:7]=[C:6]([CH3:8])[C:5]([C:9]([N:11]2[CH2:16][CH2:15][N:14]([S:17]([C:20]3[CH:27]=[CH:26][C:23]([C:24]#[N:25])=[CH:22][C:21]=3[CH3:28])(=[O:19])=[O:18])[CH2:13][C@@H:12]2[CH3:29])=[O:10])=[CH:4][CH:3]=1.[NH:30]1[CH2:33][CH2:32][CH2:31]1, predict the reaction product. The product is: [ClH:1].[N:30]1([C:2]2[N:7]=[C:6]([CH3:8])[C:5]([C:9]([N:11]3[CH2:16][CH2:15][N:14]([S:17]([C:20]4[CH:27]=[CH:26][C:23]([C:24]#[N:25])=[CH:22][C:21]=4[CH3:28])(=[O:19])=[O:18])[CH2:13][C@@H:12]3[CH3:29])=[O:10])=[CH:4][CH:3]=2)[CH2:33][CH2:32][CH2:31]1. (3) The product is: [NH2:7][C:8]1[C:16]2[C:11](=[N:12][C:13]([CH3:22])=[CH:14][C:15]=2[CH2:17][OH:18])[S:10][C:9]=1[C:23]([NH2:24])=[O:25]. Given the reactants [H-].[H-].[H-].[H-].[Li+].[Al+3].[NH2:7][C:8]1[C:16]2[C:15]([C:17](OCC)=[O:18])=[CH:14][C:13]([CH3:22])=[N:12][C:11]=2[S:10][C:9]=1[C:23](=[O:25])[NH2:24], predict the reaction product. (4) Given the reactants [Cl:1][C:2]1[CH:7]=[CH:6][C:5]([C@H:8]2[CH2:13][C@@H:12]([C:14]3[O:18][NH:17][C:16](=[O:19])[CH:15]=3)[CH2:11][CH2:10][N:9]2[C:20]([O:22][CH3:23])=[O:21])=[CH:4][CH:3]=1.CCO, predict the reaction product. The product is: [Cl:1][C:2]1[CH:7]=[CH:6][C:5]([C@H:8]2[CH2:13][C@@H:12]([C:14]3[O:18][NH:17][C:16](=[O:19])[CH:15]=3)[CH2:11][CH2:10][N:9]2[C:20]([O:22][CH3:23])=[O:21])=[CH:4][CH:3]=1.[Cl:1][C:2]1[CH:7]=[CH:6][C:5]([C@@H:8]2[CH2:13][C@H:12]([C:14]3[O:18][NH:17][C:16](=[O:19])[CH:15]=3)[CH2:11][CH2:10][N:9]2[C:20]([O:22][CH3:23])=[O:21])=[CH:4][CH:3]=1. (5) Given the reactants C[O:2][C:3](=[O:31])[C@@H:4]([O:28][CH2:29][CH3:30])[CH2:5][C:6]1[CH:11]=[CH:10][C:9]([O:12][CH2:13][C:14]2[N:15]=[C:16]([C:20]3[CH:25]=[CH:24][CH:23]=[CH:22][C:21]=3[F:26])[O:17][C:18]=2[CH3:19])=[CH:8][C:7]=1[Cl:27].[Li+].[OH-], predict the reaction product. The product is: [Cl:27][C:7]1[CH:8]=[C:9]([O:12][CH2:13][C:14]2[N:15]=[C:16]([C:20]3[CH:25]=[CH:24][CH:23]=[CH:22][C:21]=3[F:26])[O:17][C:18]=2[CH3:19])[CH:10]=[CH:11][C:6]=1[CH2:5][C@H:4]([O:28][CH2:29][CH3:30])[C:3]([OH:31])=[O:2].